From a dataset of Forward reaction prediction with 1.9M reactions from USPTO patents (1976-2016). Predict the product of the given reaction. (1) Given the reactants [Cl:1][C:2]1[C:9]([OH:10])=[CH:8][CH:7]=[CH:6][C:3]=1[CH:4]=[O:5].Cl[C:12]([F:17])([F:16])C([O-])=O.[Na+].C(=O)([O-])[O-].[K+].[K+].O, predict the reaction product. The product is: [Cl:1][C:2]1[C:9]([O:10][CH:12]([F:17])[F:16])=[CH:8][CH:7]=[CH:6][C:3]=1[CH:4]=[O:5]. (2) Given the reactants [C:1]([O:5][C:6](=[O:12])[NH:7][CH2:8][CH2:9][CH2:10][NH2:11])([CH3:4])([CH3:3])[CH3:2].[C:13]([C:16]1[CH:21]=[CH:20][CH:19]=[CH:18][N:17]=1)(=O)[CH3:14].[BH-](OC(C)=O)(OC(C)=O)OC(C)=O.[Na+], predict the reaction product. The product is: [C:1]([O:5][C:6](=[O:12])[NH:7][CH2:8][CH2:9][CH2:10][NH:11][CH:13]([C:16]1[CH:21]=[CH:20][CH:19]=[CH:18][N:17]=1)[CH3:14])([CH3:4])([CH3:2])[CH3:3]. (3) Given the reactants Br[C:2]1[CH:3]=[N:4][CH:5]=[C:6]([Br:8])[CH:7]=1.[C:9]([O:13][C:14]([N:16]1[CH2:21][CH2:20][NH:19][CH2:18][CH2:17]1)=[O:15])([CH3:12])([CH3:11])[CH3:10].CC(C)([O-])C.[Na+], predict the reaction product. The product is: [C:9]([O:13][C:14]([N:16]1[CH2:21][CH2:20][N:19]([C:2]2[CH:3]=[N:4][CH:5]=[C:6]([Br:8])[CH:7]=2)[CH2:18][CH2:17]1)=[O:15])([CH3:12])([CH3:10])[CH3:11]. (4) Given the reactants Cl.[CH3:2][O:3][C:4]1[CH:5]=[C:6]([C:12]2[C:13]([CH3:25])([CH3:24])[C:14](=[O:23])[N:15]([CH:17]3[CH2:22][CH2:21][NH:20][CH2:19][CH2:18]3)[N:16]=2)[CH:7]=[CH:8][C:9]=1[O:10][CH3:11].[CH3:26][C:27]1[CH:36]=[CH:35][C:34]2[C:29](=[CH:30][CH:31]=[CH:32][CH:33]=2)[C:28]=1[C:37](O)=[O:38], predict the reaction product. The product is: [CH3:2][O:3][C:4]1[CH:5]=[C:6]([C:12]2[C:13]([CH3:25])([CH3:24])[C:14](=[O:23])[N:15]([CH:17]3[CH2:22][CH2:21][N:20]([C:37]([C:28]4[C:29]5[C:34](=[CH:33][CH:32]=[CH:31][CH:30]=5)[CH:35]=[CH:36][C:27]=4[CH3:26])=[O:38])[CH2:19][CH2:18]3)[N:16]=2)[CH:7]=[CH:8][C:9]=1[O:10][CH3:11].